From a dataset of TCR-epitope binding with 47,182 pairs between 192 epitopes and 23,139 TCRs. Binary Classification. Given a T-cell receptor sequence (or CDR3 region) and an epitope sequence, predict whether binding occurs between them. (1) The epitope is HTTDPSFLGRY. The TCR CDR3 sequence is CASSEASGIPHEQFF. Result: 1 (the TCR binds to the epitope). (2) The epitope is TTLPVNVAF. The TCR CDR3 sequence is CASRGQARLGDQPQHF. Result: 1 (the TCR binds to the epitope). (3) The TCR CDR3 sequence is CASSVRGNEQFF. Result: 1 (the TCR binds to the epitope). The epitope is SFHSLHLLF. (4) The epitope is RLRPGGKKK. The TCR CDR3 sequence is CASSQETGASGTQYF. Result: 0 (the TCR does not bind to the epitope). (5) The epitope is TFYLTNDVSFL. The TCR CDR3 sequence is CSVSQSYGYTF. Result: 0 (the TCR does not bind to the epitope). (6) The epitope is HPVGEADYFEY. The TCR CDR3 sequence is CASSLLGREGLEQYF. Result: 0 (the TCR does not bind to the epitope). (7) The epitope is SFHSLHLLF. The TCR CDR3 sequence is CASSQGGSSSYEQYF. Result: 0 (the TCR does not bind to the epitope).